Task: Predict the reactants needed to synthesize the given product.. Dataset: Full USPTO retrosynthesis dataset with 1.9M reactions from patents (1976-2016) (1) Given the product [Cl:1][C:2]1[C:3]2[N:4]([C:28]([CH2:29][CH:30]3[CH2:31][CH2:32]3)=[N:27][N:26]=2)[N:5]=[CH:6][C:7]=1[N:8]1[CH2:13][CH2:12][CH:11]([C:14]2[C:19]([F:20])=[CH:18][CH:17]=[C:16]([F:21])[C:15]=2[O:22][CH:23]([F:25])[F:24])[CH2:10][CH2:9]1, predict the reactants needed to synthesize it. The reactants are: [Cl:1][C:2]1[C:7]([N:8]2[CH2:13][CH2:12][CH:11]([C:14]3[C:19]([F:20])=[CH:18][CH:17]=[C:16]([F:21])[C:15]=3[O:22][CH:23]([F:25])[F:24])[CH2:10][CH2:9]2)=[CH:6][N:5]=[N:4][C:3]=1[NH:26][NH:27][C:28](=O)[CH2:29][CH:30]1[CH2:32][CH2:31]1.C1(P(C2C=CC=CC=2)C2C=CC=CC=2)C=CC=CC=1.N([Si](C)(C)C)=[N+]=[N-].CCOC(/N=N/C(OCC)=O)=O.C1(C)C=CC=CC=1. (2) Given the product [B-:4]1([F:17])([F:16])[N+:12]2=[CH:13][CH:14]=[CH:15][C:11]2=[CH:10][C:9]2[N:5]1[CH:6]=[CH:7][CH:8]=2.[CH3:18][CH2:19][CH2:20][CH2:21][CH2:22][CH2:23][CH2:24][CH2:25][C:26]1[CH:31]=[CH:30][C:29]([CH2:32][CH2:33][C:34]([NH2:39])([CH2:35][OH:36])[CH2:37][OH:38])=[CH:28][CH:27]=1.[ClH:40], predict the reactants needed to synthesize it. The reactants are: [N-]=[N+]=[N-].[B-:4]1([F:17])([F:16])[N+:12]2=[CH:13][CH:14]=[CH:15][C:11]2=[CH:10][C:9]2[N:5]1[CH:6]=[CH:7][CH:8]=2.[CH3:18][CH2:19][CH2:20][CH2:21][CH2:22][CH2:23][CH2:24][CH2:25][C:26]1[CH:27]=[CH:28][C:29]([CH2:32][CH2:33][C:34]([NH2:39])([CH2:37][OH:38])[CH2:35][OH:36])=[CH:30][CH:31]=1.[ClH:40].N1C=CN=N1.B(F)(F)F.CCOCC.